The task is: Predict the reactants needed to synthesize the given product.. This data is from Full USPTO retrosynthesis dataset with 1.9M reactions from patents (1976-2016). Given the product [C:4]([NH:8][S:9]([C:12]1[CH:17]=[CH:16][C:15]([C:20]2[CH:25]=[N:24][CH:23]=[C:22]([F:26])[CH:21]=2)=[C:14]([CH3:18])[CH:13]=1)(=[O:10])=[O:11])([CH3:7])([CH3:6])[CH3:5], predict the reactants needed to synthesize it. The reactants are: B(O)O.[C:4]([NH:8][S:9]([C:12]1[CH:17]=[CH:16][CH:15]=[C:14]([CH3:18])[CH:13]=1)(=[O:11])=[O:10])([CH3:7])([CH3:6])[CH3:5].Br[C:20]1[CH:21]=[C:22]([F:26])[CH:23]=[N:24][CH:25]=1.